This data is from Catalyst prediction with 721,799 reactions and 888 catalyst types from USPTO. The task is: Predict which catalyst facilitates the given reaction. (1) Reactant: C[O:2][C:3]([C:5]1[CH:10]=[CH:9][CH:8]=[C:7]([Br:11])[N:6]=1)=[O:4].O[Li].O. Product: [Br:11][C:7]1[N:6]=[C:5]([C:3]([OH:4])=[O:2])[CH:10]=[CH:9][CH:8]=1. The catalyst class is: 20. (2) Reactant: Cl.Cl.[F:3][C:4]1[CH:9]=[CH:8][C:7]([C:10]2[C:15]([N:16]3[CH2:21][CH2:20][NH:19][CH2:18][CH2:17]3)=[CH:14][N:13]=[CH:12][N:11]=2)=[CH:6][CH:5]=1.CCN(C(C)C)C(C)C.[C:31](=[O:42])(OC(Cl)(Cl)Cl)OC(Cl)(Cl)Cl.Cl.[NH:44]1[CH2:48][CH2:47][CH2:46][C@@H:45]1[C:49]#[N:50]. Product: [F:3][C:4]1[CH:9]=[CH:8][C:7]([C:10]2[C:15]([N:16]3[CH2:21][CH2:20][N:19]([C:31]([N:44]4[CH2:48][CH2:47][CH2:46][C@@H:45]4[C:49]#[N:50])=[O:42])[CH2:18][CH2:17]3)=[CH:14][N:13]=[CH:12][N:11]=2)=[CH:6][CH:5]=1. The catalyst class is: 192. (3) Reactant: [I:1][C:2]1[CH:7]=[CH:6][C:5]([OH:8])=[CH:4][CH:3]=1.[Cl-].[Cl-].[Mg+2].[CH2:12]=[O:13].Cl. Product: [OH:8][C:5]1[CH:6]=[CH:7][C:2]([I:1])=[CH:3][C:4]=1[CH:12]=[O:13]. The catalyst class is: 556.